Dataset: Reaction yield outcomes from USPTO patents with 853,638 reactions. Task: Predict the reaction yield, written as a fraction of the theoretical maximum amount of product (1.0 means a 100% yield; for example, 0.34 means a 34% yield). (1) The catalyst is CN(C=O)C. The product is [OH:2][C@H:3]1[CH2:7][N:6]([C:28](=[O:29])[C:27]2[CH:31]=[CH:32][CH:33]=[C:25]([OH:24])[CH:26]=2)[C@H:5]([C:8]([NH:10][CH2:11][C:12]2[CH:13]=[CH:14][C:15]([C:18]3[S:22][CH:21]=[N:20][C:19]=3[CH3:23])=[CH:16][CH:17]=2)=[O:9])[CH2:4]1. The yield is 0.870. The reactants are Cl.[OH:2][C@H:3]1[CH2:7][NH:6][C@H:5]([C:8]([NH:10][CH2:11][C:12]2[CH:17]=[CH:16][C:15]([C:18]3[S:22][CH:21]=[N:20][C:19]=3[CH3:23])=[CH:14][CH:13]=2)=[O:9])[CH2:4]1.[OH:24][C:25]1[CH:26]=[C:27]([CH:31]=[CH:32][CH:33]=1)[C:28](O)=[O:29].CCN(C(C)C)C(C)C.CN(C(ON1N=NC2C=CC=NC1=2)=[N+](C)C)C.F[P-](F)(F)(F)(F)F.C(=O)(O)[O-].[Na+]. (2) The reactants are [CH:1]1[C:10]2[C:5](=[CH:6][CH:7]=[CH:8][CH:9]=2)[C:4]([CH2:11][C:12]([O:14]C(C)(C)C)=[O:13])=[CH:3][N:2]=1.C(O)(C(F)(F)F)=O. The catalyst is C(Cl)Cl. The product is [CH:1]1[C:10]2[C:5](=[CH:6][CH:7]=[CH:8][CH:9]=2)[C:4]([CH2:11][C:12]([OH:14])=[O:13])=[CH:3][N:2]=1. The yield is 0.930. (3) The reactants are Br[C:2]1[CH:3]=[C:4]2[C:8](=[C:9]([C:11]([NH2:13])=[O:12])[CH:10]=1)[NH:7][CH:6]=[C:5]2[CH2:14][CH:15]1[CH2:19][CH2:18][S:17](=[O:21])(=[O:20])[CH2:16]1.[S:22]1[CH:26]=[CH:25][CH:24]=[C:23]1B(O)O.C(=O)([O-])[O-].[K+].[K+]. The catalyst is O1CCOCC1.O.C1C=CC(P(C2C=CC=CC=2)[C-]2C=CC=C2)=CC=1.C1C=CC(P(C2C=CC=CC=2)[C-]2C=CC=C2)=CC=1.Cl[Pd]Cl.[Fe+2]. The product is [O:20]=[S:17]1(=[O:21])[CH2:18][CH2:19][CH:15]([CH2:14][C:5]2[C:4]3[C:8](=[C:9]([C:11]([NH2:13])=[O:12])[CH:10]=[C:2]([C:24]4[CH:25]=[CH:26][S:22][CH:23]=4)[CH:3]=3)[NH:7][CH:6]=2)[CH2:16]1. The yield is 0.820.